Dataset: NCI-60 drug combinations with 297,098 pairs across 59 cell lines. Task: Regression. Given two drug SMILES strings and cell line genomic features, predict the synergy score measuring deviation from expected non-interaction effect. (1) Drug 1: C1CC(=O)NC(=O)C1N2CC3=C(C2=O)C=CC=C3N. Drug 2: C1=CN(C(=O)N=C1N)C2C(C(C(O2)CO)O)O.Cl. Cell line: TK-10. Synergy scores: CSS=25.0, Synergy_ZIP=-9.29, Synergy_Bliss=-1.80, Synergy_Loewe=-50.3, Synergy_HSA=-1.24. (2) Drug 1: C1CC(C1)(C(=O)O)C(=O)O.[NH2-].[NH2-].[Pt+2]. Cell line: KM12. Synergy scores: CSS=-7.81, Synergy_ZIP=1.65, Synergy_Bliss=-2.91, Synergy_Loewe=-9.20, Synergy_HSA=-9.25. Drug 2: CC1=C(C=C(C=C1)C(=O)NC2=CC(=CC(=C2)C(F)(F)F)N3C=C(N=C3)C)NC4=NC=CC(=N4)C5=CN=CC=C5. (3) Cell line: SF-295. Synergy scores: CSS=52.5, Synergy_ZIP=8.81, Synergy_Bliss=3.25, Synergy_Loewe=-6.22, Synergy_HSA=1.98. Drug 2: CC1=C(C(=O)C2=C(C1=O)N3CC4C(C3(C2COC(=O)N)OC)N4)N. Drug 1: CC(C)(C#N)C1=CC(=CC(=C1)CN2C=NC=N2)C(C)(C)C#N. (4) Drug 1: C1C(C(OC1N2C=C(C(=O)NC2=O)F)CO)O. Drug 2: C(CC(=O)O)C(=O)CN.Cl. Cell line: HCT116. Synergy scores: CSS=17.7, Synergy_ZIP=3.70, Synergy_Bliss=8.14, Synergy_Loewe=-20.1, Synergy_HSA=3.13. (5) Drug 1: C1CCN(CC1)CCOC2=CC=C(C=C2)C(=O)C3=C(SC4=C3C=CC(=C4)O)C5=CC=C(C=C5)O. Drug 2: C1=NNC2=C1C(=O)NC=N2. Cell line: HCT-15. Synergy scores: CSS=-5.15, Synergy_ZIP=3.57, Synergy_Bliss=4.41, Synergy_Loewe=-4.73, Synergy_HSA=-2.26. (6) Drug 1: CN1CCC(CC1)COC2=C(C=C3C(=C2)N=CN=C3NC4=C(C=C(C=C4)Br)F)OC. Drug 2: C1CCC(C(C1)N)N.C(=O)(C(=O)[O-])[O-].[Pt+4]. Cell line: KM12. Synergy scores: CSS=11.1, Synergy_ZIP=-3.74, Synergy_Bliss=0.844, Synergy_Loewe=-4.01, Synergy_HSA=-1.89.